This data is from Retrosynthesis with 50K atom-mapped reactions and 10 reaction types from USPTO. The task is: Predict the reactants needed to synthesize the given product. (1) Given the product CC(=O)N1CCN(C(C)c2ccnc(NC(=O)OC(C)(C)C)c2)CC1, predict the reactants needed to synthesize it. The reactants are: CC(=O)N1CCNCC1.CC(=O)c1ccnc(NC(=O)OC(C)(C)C)c1. (2) Given the product O=c1oc2ccccc2n1CCCCl, predict the reactants needed to synthesize it. The reactants are: ClCCCBr.O=c1[nH]c2ccccc2o1. (3) Given the product O=S(=O)(NC1CCCCC1)c1ccc(Br)cc1, predict the reactants needed to synthesize it. The reactants are: NC1CCCCC1.O=S(=O)(Cl)c1ccc(Br)cc1. (4) Given the product O=c1[nH]c2ccn(-c3ccc(-c4ccccc4O)cc3)c2c(O)c1-c1ccccc1, predict the reactants needed to synthesize it. The reactants are: O=c1[nH]c2ccn(-c3ccc(Br)cc3)c2c(O)c1-c1ccccc1.OB(O)c1ccccc1O. (5) Given the product COC[C@H](C)COCc1ccc([C@@]2(O)CCN(C(=O)OC(C)(C)C)C[C@@H]2c2ccc(-c3ccccc3CCNC(=O)OCCBr)cc2C)cc1, predict the reactants needed to synthesize it. The reactants are: COC[C@H](C)COCc1ccc([C@@]2(O)CCN(C(=O)OC(C)(C)C)C[C@@H]2c2ccc(-c3ccccc3CCN)cc2C)cc1.O=C(Cl)OCCBr. (6) Given the product CC(C)(C)OC(=O)C1(S(=O)(=O)N2CCC(CCC=O)CC2)CCOCC1, predict the reactants needed to synthesize it. The reactants are: CC(C)(C)OC(=O)C1(S(=O)(=O)N2CCC(CCCO)CC2)CCOCC1. (7) Given the product CC[C@@H]1C(=O)N(C)c2cnc(Nc3ccc(C(=O)NC[C@@H](CN4CCN(CC5CC5)CC4)OC)c4c3OCC4)nc2N1C(C)C, predict the reactants needed to synthesize it. The reactants are: CC[C@@H]1C(=O)N(C)c2cnc(Nc3ccc(C(=O)O)c4c3OCC4)nc2N1C(C)C.CO[C@@H](CN)CN1CCN(CC2CC2)CC1. (8) Given the product COC(=O)c1cc(C(C)C)c(O)cc1OC, predict the reactants needed to synthesize it. The reactants are: COC(=O)c1cc(C(C)C)c(OCc2ccccc2)cc1OC.